This data is from Reaction yield outcomes from USPTO patents with 853,638 reactions. The task is: Predict the reaction yield, written as a fraction of the theoretical maximum amount of product (1.0 means a 100% yield; for example, 0.34 means a 34% yield). The reactants are O[C:2]1[CH:3]=[N:4][CH:5]=[CH:6][C:7]=1[CH:8]1[CH2:17][C:16]2[C:11](=[CH:12][C:13]([O:18][CH3:19])=[CH:14][CH:15]=2)[C:10]([CH3:21])([CH3:20])[C:9]1=[O:22].CS(O)(=O)=O.[OH-].[Na+]. No catalyst specified. The product is [CH3:19][O:18][C:13]1[CH:14]=[CH:15][C:16]2[CH2:17][C:8]3[C:7]4[CH:2]=[CH:3][N:4]=[CH:5][C:6]=4[O:22][C:9]=3[C:10]([CH3:20])([CH3:21])[C:11]=2[CH:12]=1. The yield is 0.430.